Dataset: Reaction yield outcomes from USPTO patents with 853,638 reactions. Task: Predict the reaction yield, written as a fraction of the theoretical maximum amount of product (1.0 means a 100% yield; for example, 0.34 means a 34% yield). The reactants are [CH3:1][O:2][C:3]1[CH:4]=[C:5]2[C:10](=[CH:11][C:12]=1[O:13][CH3:14])[N:9]=[CH:8][N:7]=[C:6]2[O:15][C:16]1[CH:22]=[CH:21][C:19]([NH2:20])=[CH:18][CH:17]=1.Cl[C:24](Cl)([O:26][C:27](=[O:33])OC(Cl)(Cl)Cl)Cl.O[C:36]1[CH:41]=[CH:40][CH:39]=C[C:37]=1[C:42]#[N:43].C(=O)(O)[O-].[Na+]. The catalyst is C(Cl)Cl.C(N(CC)CC)C.C1(C)C=CC=CC=1. The product is [CH3:1][O:2][C:3]1[CH:4]=[C:5]2[C:10](=[CH:11][C:12]=1[O:13][CH3:14])[N:9]=[CH:8][N:7]=[C:6]2[O:15][C:16]1[CH:22]=[CH:21][C:19]([NH:20][C:27](=[O:33])[O:26][C:24]2[CH:39]=[CH:40][CH:41]=[CH:36][C:37]=2[C:42]#[N:43])=[CH:18][CH:17]=1. The yield is 0.0600.